Task: Predict which catalyst facilitates the given reaction.. Dataset: Catalyst prediction with 721,799 reactions and 888 catalyst types from USPTO (1) Reactant: Cl[C:2]([C:5]1[CH:10]=[CH:9][C:8]([I:11])=[CH:7][CH:6]=1)([CH3:4])[CH3:3].[NH:12]1[CH2:17][CH2:16][O:15][CH2:14][CH2:13]1. Product: [I:11][C:8]1[CH:9]=[CH:10][C:5]([C:2]([N:12]2[CH2:17][CH2:16][O:15][CH2:14][CH2:13]2)([CH3:4])[CH3:3])=[CH:6][CH:7]=1. The catalyst class is: 25. (2) Reactant: Br[C:2]1[S:22][C:5]2=[N:6][C:7]([CH3:21])=[CH:8][C:9]([NH:10][S:11]([C:14]3[CH:19]=[CH:18][CH:17]=[C:16]([Cl:20])[CH:15]=3)(=[O:13])=[O:12])=[C:4]2[C:3]=1[C:23]1[CH:28]=[CH:27][CH:26]=[C:25]([O:29][CH3:30])[CH:24]=1.[C:31]1(B(O)O)[CH:36]=[CH:35][CH:34]=[CH:33][CH:32]=1.C(=O)([O-])[O-].[Na+].[Na+].C(Cl)Cl. Product: [Cl:20][C:16]1[CH:15]=[C:14]([S:11]([NH:10][C:9]2[CH:8]=[C:7]([CH3:21])[N:6]=[C:5]3[S:22][C:2]([C:31]4[CH:36]=[CH:35][CH:34]=[CH:33][CH:32]=4)=[C:3]([C:23]4[CH:28]=[CH:27][CH:26]=[C:25]([O:29][CH3:30])[CH:24]=4)[C:4]=23)(=[O:13])=[O:12])[CH:19]=[CH:18][CH:17]=1. The catalyst class is: 710. (3) Reactant: [CH2:1]([O:3][C:4]([CH:6]1[CH2:10][CH2:9][CH2:8][C:7]1=O)=[O:5])[CH3:2].[CH3:12][N:13]([CH3:17])[CH2:14][CH2:15][NH2:16]. The catalyst class is: 8. Product: [CH2:1]([O:3][C:4]([C:6]1[CH2:10][CH2:9][CH2:8][C:7]=1[NH:16][CH2:15][CH2:14][N:13]([CH3:17])[CH3:12])=[O:5])[CH3:2]. (4) Reactant: [C:1]([Cu])#[N:2].[CH2:4]([O:11][C:12]1[C:17]([C:18]([O:20][CH2:21][CH3:22])=[O:19])=[C:16]([CH3:23])[C:15](Br)=[CH:14][CH:13]=1)[C:5]1[CH:10]=[CH:9][CH:8]=[CH:7][CH:6]=1. Product: [CH2:4]([O:11][C:12]1[C:17]([C:18]([O:20][CH2:21][CH3:22])=[O:19])=[C:16]([CH3:23])[C:15]([C:1]#[N:2])=[CH:14][CH:13]=1)[C:5]1[CH:10]=[CH:9][CH:8]=[CH:7][CH:6]=1. The catalyst class is: 3. (5) Product: [O:1]1[CH2:5][CH2:4][O:3][CH:2]1[CH2:6][O:7][C:8]1[CH:13]=[CH:12][C:11]([C:19]#[CH:20])=[CH:10][CH:9]=1. The catalyst class is: 66. Reactant: [O:1]1[CH2:5][CH2:4][O:3][CH:2]1[CH2:6][O:7][C:8]1[CH:13]=[CH:12][C:11](I)=[CH:10][CH:9]=1.C[Si]([C:19]#[CH:20])(C)C.N1C=CC=CC=1. (6) Reactant: [I:1][C:2]1[N:3]=[CH:4][NH:5][CH:6]=1.Br[CH2:8][CH2:9]Cl.C([O-])([O-])=O.[K+].[K+].[C:17]([N:24]1[CH2:29][CH2:28][NH:27][CH2:26][CH2:25]1)([O:19][C:20]([CH3:23])([CH3:22])[CH3:21])=[O:18]. Product: [I:1][C:2]1[N:3]=[CH:4][N:5]([CH2:8][CH2:9][N:27]2[CH2:26][CH2:25][N:24]([C:17]([O:19][C:20]([CH3:23])([CH3:22])[CH3:21])=[O:18])[CH2:29][CH2:28]2)[CH:6]=1. The catalyst class is: 16. (7) Reactant: [Br:1][C:2]1[CH:7]=[CH:6][CH:5]=[CH:4][C:3]=1[C@H:8]([O:10][C:11]1[CH:15]=[C:14]([N:16]2[C:24]3[CH:23]=[C:22]([CH2:25][O:26][Si:27]([C:30]([CH3:33])([CH3:32])[CH3:31])([CH3:29])[CH3:28])[N:21]=[CH:20][C:19]=3[N:18]=[CH:17]2)[S:13][C:12]=1[C:34]([O:36]C)=O)[CH3:9].[NH3:38]. Product: [Br:1][C:2]1[CH:7]=[CH:6][CH:5]=[CH:4][C:3]=1[C@H:8]([O:10][C:11]1[CH:15]=[C:14]([N:16]2[C:24]3[CH:23]=[C:22]([CH2:25][O:26][Si:27]([C:30]([CH3:33])([CH3:32])[CH3:31])([CH3:28])[CH3:29])[N:21]=[CH:20][C:19]=3[N:18]=[CH:17]2)[S:13][C:12]=1[C:34]([NH2:38])=[O:36])[CH3:9]. The catalyst class is: 5. (8) Reactant: [Cl:1][C:2]1[C:6]([N:7]([CH2:15][CH3:16])[C:8](=[O:14])[CH:9]([CH3:13])[CH2:10][CH:11]=[O:12])=[CH:5][N:4]([C:17]2[CH:18]=[N:19][CH:20]=[CH:21][CH:22]=2)[N:3]=1.[CH3:23][Mg]Br.C([O-])(O)=O.[Na+].CC(OI1(OC(C)=O)(OC(C)=O)OC(=O)C2C=CC=CC1=2)=O. Product: [Cl:1][C:2]1[C:6]([N:7]([CH2:15][CH3:16])[C:8](=[O:14])[CH:9]([CH3:13])[CH2:10][C:11](=[O:12])[CH3:23])=[CH:5][N:4]([C:17]2[CH:18]=[N:19][CH:20]=[CH:21][CH:22]=2)[N:3]=1. The catalyst class is: 1.